The task is: Binary Classification. Given a miRNA mature sequence and a target amino acid sequence, predict their likelihood of interaction.. This data is from Experimentally validated miRNA-target interactions with 360,000+ pairs, plus equal number of negative samples. (1) The miRNA is mmu-miR-1971 with sequence GUAAAGGCUGGGCUGAGA. The protein sequence of the target gene is MGKQNSKLRPEMLQDLRENTEFSELELQEWYKGFLKDCPTGILNVDEFKKIYANFFPYGDASKFAEHVFRTFDTNSDGTIDFREFIIALSVTSRGRLEQKLMWAFSMYDLDGNGYISREEMLEIVQAIYKMVSSVMKMPEDESTPEKRTEKIFRQMDTNNDGKLSLEEFIRGAKSDPSIVRLLQCDPSSASQF. Result: 0 (no interaction). (2) Result: 0 (no interaction). The miRNA is hsa-miR-8061 with sequence CUUAGAUUAGAGGAUAUUGUU. The protein sequence of the target gene is MGRTYIVEETVGQYLSSINLQGKPFVSGLLIGQCSSQKDYVILATRTPPKEEQNDKVKQPRAKLDNLDEEWATEHASQVSRMLPGGLVVLGIFIITTLELADDFQNALRRLIFSMEKSMSRKRLWDVTEDEVSERVTLHICSSTKKISCRTYDVQDPKSSARPADWKYQSRVSASWLSLDCTVHVNIHIPLSATSVSYTLEKNTKSGLTRWAKQIENGVYLINGQVKGNDCDLLEGQKKSRGNTQATAHSFDVRVLTQLLLNSDHRSTATVQICSGSVNLRGNVKCRAYIHSNRPKVKDA....